This data is from Reaction yield outcomes from USPTO patents with 853,638 reactions. The task is: Predict the reaction yield, written as a fraction of the theoretical maximum amount of product (1.0 means a 100% yield; for example, 0.34 means a 34% yield). The reactants are S(Cl)(Cl)=O.[C:5]([O:9][C:10]([NH:12][C:13]1[CH:18]=[CH:17][C:16]([CH2:19][CH2:20][CH2:21][C:22]([OH:24])=O)=[CH:15][CH:14]=1)=[O:11])([CH3:8])([CH3:7])[CH3:6].C[N:26](C=O)C. No catalyst specified. The product is [C:5]([O:9][C:10]([NH:12][C:13]1[CH:18]=[CH:17][C:16]([CH2:19][CH2:20][CH2:21][C:22]([NH2:26])=[O:24])=[CH:15][CH:14]=1)=[O:11])([CH3:8])([CH3:7])[CH3:6]. The yield is 0.820.